From a dataset of Catalyst prediction with 721,799 reactions and 888 catalyst types from USPTO. Predict which catalyst facilitates the given reaction. (1) Reactant: [NH2:1][C:2]1[C:11](Cl)=[N:10][C:9]2[C:4](=[CH:5][C:6]([F:14])=[C:7]([F:13])[CH:8]=2)[N:3]=1.[CH3:15][O-:16].[Na+]. Product: [NH2:1][C:2]1[C:11]([O:16][CH3:15])=[N:10][C:9]2[C:4](=[CH:5][C:6]([F:14])=[C:7]([F:13])[CH:8]=2)[N:3]=1. The catalyst class is: 83. (2) Reactant: S([C:5]1[CH:11]=[CH:10][C:8](C)=[CH:7][CH:6]=1)(O)(=O)=O.[CH3:12][N:13]([CH3:30])[C:14]([C:16]1[NH:17][C:18]2[C:23]([CH:24]=1)=[CH:22][C:21]([NH:25][C:26]([NH2:28])=[NH:27])=[CH:20][C:19]=2[CH3:29])=[O:15].C[O-].[Na+]. Product: [CH3:12][N:13]([CH3:30])[C:14]([C:16]1[NH:17][C:18]2[C:23]([CH:24]=1)=[CH:22][C:21]([NH:25][C:26]1[N:28]=[C:7]([C:8]3[N:27]=[CH:26][N:25]([CH3:21])[C:10]=3[CH3:11])[CH:6]=[CH:5][N:27]=1)=[CH:20][C:19]=2[CH3:29])=[O:15]. The catalyst class is: 5. (3) Reactant: [C:1]([O:5][C:6](=[O:25])[CH2:7][CH:8]([CH2:12][C:13]1[CH:18]=[CH:17][C:16]([C:19]2[CH:24]=[CH:23][CH:22]=[CH:21][CH:20]=2)=[CH:15][CH:14]=1)[C:9](O)=[O:10])([CH3:4])([CH3:3])[CH3:2].[CH:26]1C=CC2N(O)N=NC=2C=1.CCN=C=NCCCN(C)C.FC(F)(F)C(O)=O.[CH2:54]([O:56][C:57](=[O:64])[C@H:58]([CH3:63])[CH2:59][C@H:60](N)[CH3:61])[CH3:55].C(N(CC)CC)C. Product: [CH2:54]([O:56][C:57](=[O:64])[C@H:58]([CH3:63])[CH2:59][C@@H:60]([CH3:26])[CH2:61][C:9](=[O:10])[CH:8]([CH2:12][C:13]1[CH:18]=[CH:17][C:16]([C:19]2[CH:24]=[CH:23][CH:22]=[CH:21][CH:20]=2)=[CH:15][CH:14]=1)[CH2:7][C:6]([O:5][C:1]([CH3:4])([CH3:3])[CH3:2])=[O:25])[CH3:55]. The catalyst class is: 3.